This data is from Full USPTO retrosynthesis dataset with 1.9M reactions from patents (1976-2016). The task is: Predict the reactants needed to synthesize the given product. The reactants are: [CH2:1]([N:3]([CH2:28][CH3:29])[C:4]([C:6]1[CH:7]=[CH:8][C:9]2[CH:10]([CH:20]3[CH2:26][CH:25]4[NH:27][CH:22]([CH2:23][CH2:24]4)[CH2:21]3)[C:11]3[C:16]([O:17][C:18]=2[CH:19]=1)=[CH:15][CH:14]=[CH:13][CH:12]=3)=[O:5])[CH3:2].C(O[BH-](OC(=O)C)OC(=O)C)(=O)C.C[N+](C)(C)C.[O:48]1[CH:52]=[CH:51][C:50]([CH:53]=O)=[CH:49]1. Given the product [CH2:28]([N:3]([CH2:1][CH3:2])[C:4]([C:6]1[CH:7]=[CH:8][C:9]2[C:10](=[C:20]3[CH2:26][CH:25]4[N:27]([CH2:53][C:50]5[CH:51]=[CH:52][O:48][CH:49]=5)[CH:22]([CH2:23][CH2:24]4)[CH2:21]3)[C:11]3[C:16]([O:17][C:18]=2[CH:19]=1)=[CH:15][CH:14]=[CH:13][CH:12]=3)=[O:5])[CH3:29], predict the reactants needed to synthesize it.